Dataset: Full USPTO retrosynthesis dataset with 1.9M reactions from patents (1976-2016). Task: Predict the reactants needed to synthesize the given product. (1) The reactants are: COC(C1[C:13]2[C:8](=[CH:9][CH:10]=[C:11]([Br:14])[CH:12]=2)NC=1)=O.[C:15](=[O:18])([O-])[O-:16].[K+].[K+].[CH3:21][N:22]([CH:24]=O)[CH3:23].I[CH3:27]. Given the product [CH3:27][O:16][C:15]([C:13]1[C:8]2[C:21](=[CH:12][C:11]([Br:14])=[CH:10][CH:9]=2)[N:22]([CH3:23])[CH:24]=1)=[O:18], predict the reactants needed to synthesize it. (2) Given the product [NH:16]1[CH:20]=[C:19]([C:2]2[CH:3]=[C:4]([C:12]([OH:14])=[O:13])[CH:5]=[C:6]([CH:11]=2)[C:7]([OH:9])=[O:8])[CH:18]=[N:17]1, predict the reactants needed to synthesize it. The reactants are: Br[C:2]1[CH:3]=[C:4]([C:12]([O:14]C)=[O:13])[CH:5]=[C:6]([CH:11]=1)[C:7]([O:9]C)=[O:8].[NH:16]1[CH:20]=[C:19](B2OC(C)(C)C(C)(C)O2)[CH:18]=[N:17]1. (3) Given the product [CH3:37][NH:38][C:9]([C:11]1[N:12]([CH3:32])[C:13]2[C:21]([CH:22]=1)=[C:20]1[C:16]([C:17](=[O:24])[NH:18][C:19]1=[O:23])=[C:15]([C:25]1[CH:30]=[CH:29][CH:28]=[CH:27][C:26]=1[Cl:31])[CH:14]=2)=[O:8], predict the reactants needed to synthesize it. The reactants are: FC1C([O:8][C:9]([C:11]2[N:12]([CH3:32])[C:13]3[C:21]([CH:22]=2)=[C:20]2[C:16]([C:17](=[O:24])[NH:18][C:19]2=[O:23])=[C:15]([C:25]2[CH:30]=[CH:29][CH:28]=[CH:27][C:26]=2[Cl:31])[CH:14]=3)=O)=C(F)C(F)=C(F)C=1F.[CH3:37][NH2:38]. (4) Given the product [C:24]([O:23][C:21]([N:12]1[C:13]2[C:18](=[CH:17][C:16]([Cl:20])=[CH:15][CH:14]=2)[CH:19]=[C:11]1[S:8]([CH2:7][CH2:6][C:5]([OH:28])=[O:4])(=[O:10])=[O:9])=[O:22])([CH3:27])([CH3:25])[CH3:26], predict the reactants needed to synthesize it. The reactants are: C([O:4][C:5](=[O:28])[CH2:6][CH2:7][S:8]([C:11]1[N:12]([C:21]([O:23][C:24]([CH3:27])([CH3:26])[CH3:25])=[O:22])[C:13]2[C:18]([CH:19]=1)=[CH:17][C:16]([Cl:20])=[CH:15][CH:14]=2)(=[O:10])=[O:9])C=C.CC1(C)OC(=O)CC(=O)O1. (5) The reactants are: CCN(C(C)C)C(C)C.[OH:10][C:11]1[CH:12]=[CH:13][CH:14]=[C:15]2[C:20]=1[O:19][C:18](=[O:21])[C:17]([C:22]([OH:24])=O)=[CH:16]2.CN(C(ON1N=NC2C=CC=NC1=2)=[N+](C)C)C.F[P-](F)(F)(F)(F)F.[N:49]1[CH:54]=[CH:53][C:52]([C:55]2[CH:56]=[C:57]([CH:59]=[CH:60][CH:61]=2)[NH2:58])=[CH:51][CH:50]=1. Given the product [N:49]1[CH:54]=[CH:53][C:52]([C:55]2[CH:56]=[C:57]([NH:58][C:22]([C:17]3[C:18](=[O:21])[O:19][C:20]4[C:15]([CH:16]=3)=[CH:14][CH:13]=[CH:12][C:11]=4[OH:10])=[O:24])[CH:59]=[CH:60][CH:61]=2)=[CH:51][CH:50]=1, predict the reactants needed to synthesize it. (6) Given the product [CH3:10][C:11]1[CH:16]=[C:15]([CH3:17])[CH:14]=[CH:13][C:12]=1[NH:18][NH:19][C:3](=[O:5])[C:2]([F:1])([F:8])[F:9], predict the reactants needed to synthesize it. The reactants are: [F:1][C:2]([F:9])([F:8])[C:3]([O:5]CC)=O.[CH3:10][C:11]1[CH:16]=[C:15]([CH3:17])[CH:14]=[CH:13][C:12]=1[NH:18][NH2:19].